Dataset: Forward reaction prediction with 1.9M reactions from USPTO patents (1976-2016). Task: Predict the product of the given reaction. (1) Given the reactants Cl.[C:2]([C:5]1[CH:26]=[CH:25][C:8]([CH2:9][NH:10][C:11](=[O:24])[CH:12]([C:15]2[CH:20]=[CH:19][C:18]([O:21][CH3:22])=[CH:17][C:16]=2[F:23])[O:13][CH3:14])=[CH:7][CH:6]=1)(=[NH:4])[NH2:3].Cl[C:28]([O:30][CH2:31][CH3:32])=[O:29].C(N(CC)CC)C.C(OCC)(=O)C, predict the reaction product. The product is: [CH2:31]([O:30][C:28](=[O:29])[N:4]=[C:2]([NH2:3])[C:5]1[CH:6]=[CH:7][C:8]([CH2:9][NH:10][C:11](=[O:24])[CH:12]([C:15]2[CH:20]=[CH:19][C:18]([O:21][CH3:22])=[CH:17][C:16]=2[F:23])[O:13][CH3:14])=[CH:25][CH:26]=1)[CH3:32]. (2) Given the reactants [CH:1]1([N:7]([CH:19]2[CH2:24][CH2:23][CH2:22][CH2:21][CH2:20]2)[C:8](=[O:18])[NH:9][C:10]2[S:11][C:12]([C:15]([OH:17])=O)=[CH:13][N:14]=2)[CH2:6][CH2:5][CH2:4][CH2:3][CH2:2]1.[NH2:25][CH2:26][CH2:27][S:28]([CH3:31])(=[O:30])=[O:29], predict the reaction product. The product is: [CH3:31][S:28]([CH2:27][CH2:26][NH:25][C:15]([C:12]1[S:11][C:10]([NH:9][C:8]([N:7]([CH:1]2[CH2:2][CH2:3][CH2:4][CH2:5][CH2:6]2)[CH:19]2[CH2:20][CH2:21][CH2:22][CH2:23][CH2:24]2)=[O:18])=[N:14][CH:13]=1)=[O:17])(=[O:30])=[O:29]. (3) Given the reactants [Li+].[BH4-].Cl[Si](C)(C)C.Cl.[F:9][C:10]([F:24])([F:23])[CH2:11][CH:12]([CH2:18][C:19]([F:22])([F:21])[F:20])[C@@H:13]([C:15](O)=[O:16])[NH2:14], predict the reaction product. The product is: [NH2:14][C@@H:13]([CH:12]([CH2:11][C:10]([F:9])([F:23])[F:24])[CH2:18][C:19]([F:20])([F:21])[F:22])[CH2:15][OH:16]. (4) Given the reactants [N+:1](/[C:4](=[CH:7]/[C:8]1[CH:13]=[CH:12][CH:11]=[CH:10][CH:9]=1)/[CH2:5][OH:6])([O-:3])=[O:2].C(N([CH2:19][CH3:20])CC)C.[C:21](Cl)(=[O:23])C.[OH2:25], predict the reaction product. The product is: [C:19]([O:23][CH2:21][O:6][CH2:5]/[C:4](/[N+:1]([O-:3])=[O:2])=[CH:7]\[C:8]1[CH:13]=[CH:12][CH:11]=[CH:10][CH:9]=1)(=[O:25])[CH3:20]. (5) Given the reactants C(O[C:4]([NH:6][C:7]1[CH:12]=[CH:11][CH:10]=[CH:9][C:8]=1[C:13]1[CH:18]=[CH:17][CH:16]=[CH:15][CH:14]=1)=O)C.[H-].[Al+3].[Li+].[H-].[H-].[H-].O.[OH-].[Na+], predict the reaction product. The product is: [CH3:4][NH:6][C:7]1[CH:12]=[CH:11][CH:10]=[CH:9][C:8]=1[C:13]1[CH:18]=[CH:17][CH:16]=[CH:15][CH:14]=1. (6) Given the reactants [NH2:1][NH2:2].[Br:3][C:4]1[CH:13]=[C:12]2[C:7]([C:8]([CH:15]=O)=[C:9](Cl)[N:10]=[CH:11]2)=[CH:6][CH:5]=1, predict the reaction product. The product is: [Br:3][C:4]1[CH:5]=[CH:6][C:7]2[C:8]3[CH:15]=[N:2][NH:1][C:9]=3[N:10]=[CH:11][C:12]=2[CH:13]=1. (7) Given the reactants OC1C2CN(C(OCC3C=CC=CC=3)=O)CCC=2N=C(C)N=1.ClC(F)(F)C([O-])=O.[Na+].C(=O)([O-])[O-].[Cs+].[Cs+].[F:37][CH:38]([F:61])[O:39][C:40]1[C:41]2[CH2:50][N:49](C(OCC3C=CC=CC=3)=O)[CH2:48][CH2:47][C:42]=2[N:43]=[C:44]([CH3:46])[N:45]=1, predict the reaction product. The product is: [F:61][CH:38]([F:37])[O:39][C:40]1[C:41]2[CH2:50][NH:49][CH2:48][CH2:47][C:42]=2[N:43]=[C:44]([CH3:46])[N:45]=1.